From a dataset of Full USPTO retrosynthesis dataset with 1.9M reactions from patents (1976-2016). Predict the reactants needed to synthesize the given product. (1) Given the product [Cl:1][C:2]1[C:7]([CH2:28][CH2:27][CH3:29])=[C:6]([NH:8][C:9](=[O:14])[C:10]([CH3:11])([CH3:13])[CH3:12])[CH:5]=[CH:4][N:3]=1, predict the reactants needed to synthesize it. The reactants are: [Cl:1][C:2]1[CH:7]=[C:6]([NH:8][C:9](=[O:14])[C:10]([CH3:13])([CH3:12])[CH3:11])[CH:5]=[CH:4][N:3]=1.CN(P(N(C)C)(N(C)C)=O)C.[Li][C:27](C)([CH3:29])[CH3:28].ICCC.[Cl-].[NH4+]. (2) Given the product [S:1]1[C:5]2[CH:6]=[CH:7][CH:8]=[CH:9][C:4]=2[N:3]=[C:2]1[C:10]1[C:15](=[O:16])[NH:14][C:13]([CH:17]2[CH2:18][CH2:19][NH:20][CH2:21][CH2:22]2)=[N:12][C:11]=1[NH:33][C@@H:34]1[CH2:39][CH2:38][CH2:37][N:36]([C:40]([O:42][C:43]([CH3:46])([CH3:45])[CH3:44])=[O:41])[CH2:35]1, predict the reactants needed to synthesize it. The reactants are: [S:1]1[C:5]2[CH:6]=[CH:7][CH:8]=[CH:9][C:4]=2[N:3]=[C:2]1[C:10]1[C:15](=[O:16])[NH:14][C:13]([CH:17]2[CH2:22][CH2:21][N:20](C(OCC3C=CC=CC=3)=O)[CH2:19][CH2:18]2)=[N:12][C:11]=1[NH:33][C@@H:34]1[CH2:39][CH2:38][CH2:37][N:36]([C:40]([O:42][C:43]([CH3:46])([CH3:45])[CH3:44])=[O:41])[CH2:35]1. (3) Given the product [C:30]([O:29][C:27](=[O:28])[NH:34][C:35]1[CH:40]=[CH:39][CH:38]=[CH:37][C:36]=1[NH:41][C:7]([C:6]1[CH:5]=[N:4][C:3]([C:1]#[N:2])=[CH:11][CH:10]=1)=[O:9])([CH3:33])([CH3:31])[CH3:32], predict the reactants needed to synthesize it. The reactants are: [C:1]([C:3]1[CH:11]=[CH:10][C:6]([C:7]([OH:9])=O)=[CH:5][N:4]=1)#[N:2].CN1CCOCC1.ClC(OCC(C)C)=O.[C:27]([NH:34][C:35]1[CH:40]=[CH:39][CH:38]=[CH:37][C:36]=1[NH2:41])([O:29][C:30]([CH3:33])([CH3:32])[CH3:31])=[O:28].C(O)(=O)CC(CC(O)=O)(C(O)=O)O. (4) Given the product [CH:23]([C:12]1[C:13](=[O:15])[NH:14][C:9](=[O:8])[NH:10][C:11]=1[O:26][C:27]1[CH:32]=[C:31]([CH3:33])[CH:30]=[C:29]([CH3:34])[C:28]=1[CH3:35])([CH3:25])[CH3:24], predict the reactants needed to synthesize it. The reactants are: C([O:8][C:9]1[N:14]=[C:13]([O:15]CC2C=CC=CC=2)[C:12]([CH:23]([CH3:25])[CH3:24])=[C:11]([O:26][C:27]2[CH:32]=[C:31]([CH3:33])[CH:30]=[C:29]([CH3:34])[C:28]=2[CH3:35])[N:10]=1)C1C=CC=CC=1.[H][H].